Dataset: NCI-60 drug combinations with 297,098 pairs across 59 cell lines. Task: Regression. Given two drug SMILES strings and cell line genomic features, predict the synergy score measuring deviation from expected non-interaction effect. (1) Drug 1: C1C(C(OC1N2C=NC3=C(N=C(N=C32)Cl)N)CO)O. Drug 2: CCN(CC)CCCC(C)NC1=C2C=C(C=CC2=NC3=C1C=CC(=C3)Cl)OC. Cell line: OVCAR3. Synergy scores: CSS=15.7, Synergy_ZIP=-2.97, Synergy_Bliss=4.53, Synergy_Loewe=-0.516, Synergy_HSA=2.93. (2) Drug 1: CC1=C(C=C(C=C1)NC2=NC=CC(=N2)N(C)C3=CC4=NN(C(=C4C=C3)C)C)S(=O)(=O)N.Cl. Drug 2: C1=C(C(=O)NC(=O)N1)F. Cell line: NCI-H226. Synergy scores: CSS=27.0, Synergy_ZIP=1.00, Synergy_Bliss=6.46, Synergy_Loewe=8.66, Synergy_HSA=9.93. (3) Drug 2: C1CN(CCN1C(=O)CCBr)C(=O)CCBr. Drug 1: C1CCN(CC1)CCOC2=CC=C(C=C2)C(=O)C3=C(SC4=C3C=CC(=C4)O)C5=CC=C(C=C5)O. Cell line: OVCAR-4. Synergy scores: CSS=2.24, Synergy_ZIP=0.0493, Synergy_Bliss=2.58, Synergy_Loewe=1.24, Synergy_HSA=0.107. (4) Drug 1: C1=CC(=CC=C1CCC2=CNC3=C2C(=O)NC(=N3)N)C(=O)NC(CCC(=O)O)C(=O)O. Drug 2: C1=NC2=C(N1)C(=S)N=C(N2)N. Cell line: NCI/ADR-RES. Synergy scores: CSS=22.5, Synergy_ZIP=-11.1, Synergy_Bliss=-11.8, Synergy_Loewe=-5.65, Synergy_HSA=-4.83.